From a dataset of NCI-60 drug combinations with 297,098 pairs across 59 cell lines. Regression. Given two drug SMILES strings and cell line genomic features, predict the synergy score measuring deviation from expected non-interaction effect. (1) Drug 2: C1CCN(CC1)CCOC2=CC=C(C=C2)C(=O)C3=C(SC4=C3C=CC(=C4)O)C5=CC=C(C=C5)O. Cell line: EKVX. Drug 1: CN1CCC(CC1)COC2=C(C=C3C(=C2)N=CN=C3NC4=C(C=C(C=C4)Br)F)OC. Synergy scores: CSS=21.5, Synergy_ZIP=-1.29, Synergy_Bliss=1.64, Synergy_Loewe=-2.97, Synergy_HSA=1.59. (2) Drug 1: COC1=C(C=C2C(=C1)N=CN=C2NC3=CC(=C(C=C3)F)Cl)OCCCN4CCOCC4. Drug 2: C(=O)(N)NO. Cell line: EKVX. Synergy scores: CSS=27.7, Synergy_ZIP=3.45, Synergy_Bliss=2.99, Synergy_Loewe=-20.1, Synergy_HSA=0.737. (3) Drug 1: CC1OCC2C(O1)C(C(C(O2)OC3C4COC(=O)C4C(C5=CC6=C(C=C35)OCO6)C7=CC(=C(C(=C7)OC)O)OC)O)O. Drug 2: C1=CC=C(C=C1)NC(=O)CCCCCCC(=O)NO. Cell line: 786-0. Synergy scores: CSS=37.9, Synergy_ZIP=4.29, Synergy_Bliss=2.83, Synergy_Loewe=-2.95, Synergy_HSA=4.99. (4) Drug 1: CCCCCOC(=O)NC1=NC(=O)N(C=C1F)C2C(C(C(O2)C)O)O. Drug 2: C1CN(P(=O)(OC1)NCCCl)CCCl. Cell line: OVCAR-8. Synergy scores: CSS=0.0890, Synergy_ZIP=-1.47, Synergy_Bliss=-3.84, Synergy_Loewe=-6.44, Synergy_HSA=-6.58. (5) Drug 1: CC1=CC=C(C=C1)C2=CC(=NN2C3=CC=C(C=C3)S(=O)(=O)N)C(F)(F)F. Drug 2: C1=NC2=C(N1)C(=S)N=CN2. Cell line: MDA-MB-435. Synergy scores: CSS=40.8, Synergy_ZIP=0.543, Synergy_Bliss=-0.528, Synergy_Loewe=-26.0, Synergy_HSA=-1.63.